This data is from Forward reaction prediction with 1.9M reactions from USPTO patents (1976-2016). The task is: Predict the product of the given reaction. The product is: [Cl:65][C:8]1[N:7]=[N:6][C:5]([CH2:4][C:3]2[CH:12]=[C:13]([C@H:16]3[C@H:21]([O:22][CH2:23][C:24]4[CH:29]=[CH:28][CH:27]=[CH:26][CH:25]=4)[C@@H:20]([O:30][CH2:31][C:32]4[CH:33]=[CH:34][CH:35]=[CH:36][CH:37]=4)[C@H:19]([O:38][CH2:39][C:40]4[CH:45]=[CH:44][CH:43]=[CH:42][CH:41]=4)[C@@H:18]([CH2:46][O:47][CH2:48][C:49]4[CH:54]=[CH:53][CH:52]=[CH:51][CH:50]=4)[O:17]3)[CH:14]=[CH:15][C:74]=2[Cl:76])=[N:10][CH:9]=1. Given the reactants ClC1[CH:15]=[CH:14][C:13]([C@H:16]2[C@H:21]([O:22][CH2:23][C:24]3[CH:29]=[CH:28][CH:27]=[CH:26][CH:25]=3)[C@@H:20]([O:30][CH2:31][C:32]3[CH:37]=[CH:36][CH:35]=[CH:34][CH:33]=3)[C@H:19]([O:38][CH2:39][C:40]3[CH:45]=[CH:44][CH:43]=[CH:42][CH:41]=3)[C@@H:18]([CH2:46][O:47][CH2:48][C:49]3[CH:54]=[CH:53][CH:52]=[CH:51][CH:50]=3)[O:17]2)=[CH:12][C:3]=1[CH2:4][C:5]1[NH:10][CH2:9][C:8](=O)[NH:7][N:6]=1.C(C1C(=O)C([Cl:65])=C(Cl)C(=O)C=1C#N)#N.CCOCC.[CH2:74]([Cl:76])Cl, predict the reaction product.